Dataset: Full USPTO retrosynthesis dataset with 1.9M reactions from patents (1976-2016). Task: Predict the reactants needed to synthesize the given product. (1) Given the product [F:8][C:4]1[CH:5]=[CH:6][CH:7]=[C:2]([F:1])[C:3]=1[N:9]1[C:14]2[N:15]=[C:16]([NH:41][CH2:42][CH2:43][NH:44][CH3:45])[N:17]=[C:18]([C:19]3[CH:20]=[C:21]([CH:25]=[CH:26][C:27]=3[CH3:28])[C:22]([NH:40][CH2:39][CH2:38][C:32]3[CH:37]=[CH:36][CH:35]=[CH:34][CH:33]=3)=[O:24])[C:13]=2[CH:12]=[CH:11][C:10]1=[O:31], predict the reactants needed to synthesize it. The reactants are: [F:1][C:2]1[CH:7]=[CH:6][CH:5]=[C:4]([F:8])[C:3]=1[N:9]1[C:14]2[N:15]=[C:16](SC)[N:17]=[C:18]([C:19]3[CH:20]=[C:21]([CH:25]=[CH:26][C:27]=3[CH3:28])[C:22]([OH:24])=O)[C:13]=2[CH:12]=[CH:11][C:10]1=[O:31].[C:32]1([CH2:38][CH2:39][NH2:40])[CH:37]=[CH:36][CH:35]=[CH:34][CH:33]=1.[NH2:41][CH2:42][CH2:43][NH:44][CH3:45]. (2) Given the product [Cl:1][CH2:2][C@H:3]1[O:7][C@@H:6]([N:8]2[C:17]3[N:16]=[CH:15][N:14]=[C:12]([NH2:13])[C:11]=3[N:10]=[C:9]2[CH2:18][CH3:22])[C@H:5]([OH:19])[C@@H:4]1[OH:20], predict the reactants needed to synthesize it. The reactants are: [Cl:1][CH2:2][C@H:3]1[O:7][C@@H:6]([N:8]2[C:17]3[N:16]=[CH:15][N:14]=[C:12]([NH2:13])[C:11]=3[N:10]=[C:9]2[CH3:18])[C@H:5]([OH:19])[C@@H:4]1[OH:20].N1C=CC=C[CH:22]=1.O=S(Cl)Cl.